From a dataset of Forward reaction prediction with 1.9M reactions from USPTO patents (1976-2016). Predict the product of the given reaction. (1) Given the reactants CN(C(ON1N=NC2C=CC=NC1=2)=[N+](C)C)C.F[P-](F)(F)(F)(F)F.[CH3:25][O:26][C:27]1[CH:32]=[CH:31][C:30]([C:33]2[CH:38]=[CH:37][C:36]([C:39]([OH:41])=O)=[C:35]([N+:42]([O-:44])=[O:43])[CH:34]=2)=[CH:29][CH:28]=1.C(N(CC)C(C)C)(C)C.Cl.[NH2:55][C@H:56]([C:65]([O:67][CH3:68])=[O:66])[CH2:57][C:58]([O:60][C:61]([CH3:64])([CH3:63])[CH3:62])=[O:59].C([O-])(O)=O.[Na+], predict the reaction product. The product is: [CH3:25][O:26][C:27]1[CH:28]=[CH:29][C:30]([C:33]2[CH:38]=[CH:37][C:36]([C:39]([NH:55][C@H:56]([C:65]([O:67][CH3:68])=[O:66])[CH2:57][C:58]([O:60][C:61]([CH3:63])([CH3:64])[CH3:62])=[O:59])=[O:41])=[C:35]([N+:42]([O-:44])=[O:43])[CH:34]=2)=[CH:31][CH:32]=1. (2) The product is: [CH2:1]([O:8][C:9]([N:11]1[CH:15]([C:16](=[O:18])[NH:58][C:59]2[S:60][CH:61]=[C:62]([C:64]3[CH:65]=[CH:66][C:67]([C:68](=[O:69])[NH:70][CH:71]4[CH2:73][CH2:72]4)=[CH:74][CH:75]=3)[N:63]=2)[CH2:14][S:13][C@@H:12]1[C:19]1[CH:20]=[CH:21][N:22]=[CH:23][CH:24]=1)=[O:10])[C:2]1[CH:7]=[CH:6][CH:5]=[CH:4][CH:3]=1. Given the reactants [CH2:1]([O:8][C:9]([N:11]1[CH:15]([C:16]([OH:18])=O)[CH2:14][S:13][C@@H:12]1[C:19]1[CH:24]=[CH:23][N:22]=[CH:21][CH:20]=1)=[O:10])[C:2]1[CH:7]=[CH:6][CH:5]=[CH:4][CH:3]=1.CCN(C(C)C)C(C)C.CN(C(ON1N=NC2C=CC=NC1=2)=[N+](C)C)C.F[P-](F)(F)(F)(F)F.[NH2:58][C:59]1[S:60][CH:61]=[C:62]([C:64]2[CH:75]=[CH:74][C:67]([C:68]([NH:70][CH:71]3[CH2:73][CH2:72]3)=[O:69])=[CH:66][CH:65]=2)[N:63]=1, predict the reaction product.